From a dataset of Reaction yield outcomes from USPTO patents with 853,638 reactions. Predict the reaction yield, written as a fraction of the theoretical maximum amount of product (1.0 means a 100% yield; for example, 0.34 means a 34% yield). (1) The reactants are [Br:1][C:2]1[CH:10]=[C:9]2[C:5]([CH:6]=[N:7][N:8]2[CH2:11][C:12](=[O:14])[CH3:13])=[CH:4][C:3]=1[O:15][C:16]1[CH:21]=[CH:20][C:19]([F:22])=[CH:18][C:17]=1[F:23].[CH3:24][Mg]Cl.C1COCC1. The catalyst is C1(C)C=CC=CC=1. The product is [Br:1][C:2]1[CH:10]=[C:9]2[C:5]([CH:6]=[N:7][N:8]2[CH2:11][C:12]([CH3:24])([OH:14])[CH3:13])=[CH:4][C:3]=1[O:15][C:16]1[CH:21]=[CH:20][C:19]([F:22])=[CH:18][C:17]=1[F:23]. The yield is 0.960. (2) The reactants are [Cl:1][C:2]1[CH:3]=[CH:4][C:5]([NH:8][C:9]([C:11]2[CH:16]=[CH:15][CH:14]=[C:13]([O:17][CH3:18])[C:12]=2[N+:19]([O-])=O)=[O:10])=[N:6][CH:7]=1.S(S([O-])=O)([O-])=O.[Na+].[Na+]. The catalyst is C1COCC1.O1CCOCC1.O. The product is [Cl:1][C:2]1[CH:3]=[CH:4][C:5]([NH:8][C:9]([C:11]2[CH:16]=[CH:15][CH:14]=[C:13]([O:17][CH3:18])[C:12]=2[NH2:19])=[O:10])=[N:6][CH:7]=1. The yield is 0.750. (3) The reactants are [CH3:1][O:2][C:3]1[C:11]([CH3:12])=[C:10]2[C:6]([C:7](=[O:13])[O:8][CH2:9]2)=[C:5]([O:14][CH2:15][CH2:16][Si:17]([CH3:20])([CH3:19])[CH3:18])[C:4]=1[CH2:21][CH:22]=[C:23]([CH3:29])[CH2:24][P:25](=[O:28])([OH:27])[OH:26].[C:30]1(O)[CH:35]=[CH:34][CH:33]=[CH:32][CH:31]=1.[CH:37]1(N=C=N[CH:37]2[CH2:42][CH2:41][CH2:40][CH2:39][CH2:38]2)[CH2:42][CH2:41][CH2:40][CH2:39][CH2:38]1. The catalyst is CN(C=O)C.CN(C1C=CN=CC=1)C. The product is [C:30]1([O:28][P:25]([CH2:24][C:23]([CH3:29])=[CH:22][CH2:21][C:4]2[C:5]([O:14][CH2:15][CH2:16][Si:17]([CH3:19])([CH3:20])[CH3:18])=[C:6]3[C:10](=[C:11]([CH3:12])[C:3]=2[O:2][CH3:1])[CH2:9][O:8][C:7]3=[O:13])(=[O:26])[O:27][C:37]2[CH:42]=[CH:41][CH:40]=[CH:39][CH:38]=2)[CH:35]=[CH:34][CH:33]=[CH:32][CH:31]=1. The yield is 0.210. (4) The reactants are [Cl:1][C:2]1[CH:3]=[CH:4][C:5]([C:13]2[CH:14]=[C:15]3[C:20](=[CH:21][CH:22]=2)[N:19]=[CH:18][CH:17]=[CH:16]3)=[C:6]([CH:12]=1)[C:7]([O:9]CC)=[O:8].O[Li].O. The catalyst is C1COCC1.CCO.O. The product is [Cl:1][C:2]1[CH:3]=[CH:4][C:5]([C:13]2[CH:14]=[C:15]3[C:20](=[CH:21][CH:22]=2)[N:19]=[CH:18][CH:17]=[CH:16]3)=[C:6]([CH:12]=1)[C:7]([OH:9])=[O:8]. The yield is 0.910.